From a dataset of Catalyst prediction with 721,799 reactions and 888 catalyst types from USPTO. Predict which catalyst facilitates the given reaction. (1) Reactant: Br[C:2]1[CH:3]=[C:4]([O:12][C@@H:13]([C@H:15]2[CH2:19][N:18]([C@@H:20]([C:22]3[CH:27]=[CH:26][C:25]([O:28][CH3:29])=[CH:24][CH:23]=3)[CH3:21])[C:17](=[O:30])[CH2:16]2)[CH3:14])[C:5]2[N:6]([N:8]=[CH:9][C:10]=2[Cl:11])[CH:7]=1.[C:31]([O:35][C:36]([N:38]1[CH2:43][CH2:42][N:41]([C:44]2[CH:49]=[CH:48][C:47](B(O)O)=[CH:46][CH:45]=2)[CH2:40][CH2:39]1)=[O:37])([CH3:34])([CH3:33])[CH3:32].C(=O)([O-])[O-].[Cs+].[Cs+].O1CCOCC1. Product: [Cl:11][C:10]1[CH:9]=[N:8][N:6]2[CH:7]=[C:2]([C:47]3[CH:46]=[CH:45][C:44]([N:41]4[CH2:40][CH2:39][N:38]([C:36]([O:35][C:31]([CH3:34])([CH3:33])[CH3:32])=[O:37])[CH2:43][CH2:42]4)=[CH:49][CH:48]=3)[CH:3]=[C:4]([O:12][C@@H:13]([C@@H:15]3[CH2:16][C:17](=[O:30])[N:18]([C@@H:20]([C:22]4[CH:27]=[CH:26][C:25]([O:28][CH3:29])=[CH:24][CH:23]=4)[CH3:21])[CH2:19]3)[CH3:14])[C:5]=12. The catalyst class is: 103. (2) Reactant: [C:1]1([N:7]2[C:12](=[O:13])[C:11]3[S:14][CH:15]=[C:16]([C:17]4[CH:22]=[CH:21][CH:20]=[CH:19][CH:18]=4)[C:10]=3[N:9]=[CH:8]2)[CH:6]=[CH:5][CH:4]=[CH:3][CH:2]=1.N[C:24]1[C:28]([C:24]2[CH:25]=CC3[C:27](=[CH:25][CH:24]=[CH:28][CH:27]=3)[CH:28]=2)=[CH:27]S[C:25]=1C(OC)=O.[CH:43](OCC)(OCC)[O:44]CC.COC1C=CC(N)=CC=1. Product: [CH3:43][O:44][C:4]1[CH:5]=[CH:6][C:1]([N:7]2[C:12](=[O:13])[C:11]3[S:14][CH:15]=[C:16]([C:17]4[CH:18]=[CH:19][C:20]5[C:21](=[CH:25][CH:24]=[CH:28][CH:27]=5)[CH:22]=4)[C:10]=3[N:9]=[CH:8]2)=[CH:2][CH:3]=1. The catalyst class is: 15. (3) Reactant: [F:1][C:2]1[CH:7]=[CH:6][C:5]([C:8]2[CH:12]=[C:11]([CH2:13][CH2:14][CH:15]=O)[O:10][N:9]=2)=[CH:4][CH:3]=1.[CH3:17][O:18][C:19]1[CH:24]=[CH:23][CH:22]=[CH:21][C:20]=1[N:25]1[CH2:30][CH2:29][NH:28][CH2:27][CH2:26]1.[BH-](OC(C)=O)(OC(C)=O)OC(C)=O.[Na+]. Product: [F:1][C:2]1[CH:3]=[CH:4][C:5]([C:8]2[CH:12]=[C:11]([CH2:13][CH2:14][CH2:15][N:28]3[CH2:27][CH2:26][N:25]([C:20]4[CH:21]=[CH:22][CH:23]=[CH:24][C:19]=4[O:18][CH3:17])[CH2:30][CH2:29]3)[O:10][N:9]=2)=[CH:6][CH:7]=1. The catalyst class is: 2. (4) Reactant: [N:1]1[CH:6]=[CH:5][CH:4]=[CH:3][C:2]=1[N:7]1[CH2:12][CH2:11][N:10]([C:13]2[CH:23]=[CH:22][C:16]([C:17](OCC)=[O:18])=[CH:15][CH:14]=2)[CH2:9][CH2:8]1.O.[NH2:25][NH2:26].O. Product: [N:1]1[CH:6]=[CH:5][CH:4]=[CH:3][C:2]=1[N:7]1[CH2:12][CH2:11][N:10]([C:13]2[CH:23]=[CH:22][C:16]([C:17]([NH:25][NH2:26])=[O:18])=[CH:15][CH:14]=2)[CH2:9][CH2:8]1. The catalyst class is: 8. (5) Reactant: [CH2:1]([OH:17])[CH2:2][CH2:3][CH2:4][CH2:5][CH2:6][CH2:7][CH2:8][CH2:9][CH2:10][CH2:11][CH2:12][CH2:13][CH2:14][CH2:15][CH3:16].ClCCl.C(N(C(C)C)CC)(C)C.[CH3:30][S:31](Cl)(=[O:33])=[O:32]. Product: [CH3:30][S:31]([O:17][CH2:1][CH2:2][CH2:3][CH2:4][CH2:5][CH2:6][CH2:7][CH2:8][CH2:9][CH2:10][CH2:11][CH2:12][CH2:13][CH2:14][CH2:15][CH3:16])(=[O:33])=[O:32]. The catalyst class is: 6. (6) Reactant: [C:1]([N:4]1[C:12]2[C:7](=[C:8]([CH3:21])[C:9]([CH2:15][C:16]([O:18][CH2:19][CH3:20])=[O:17])=[C:10]([CH3:14])[C:11]=2[NH2:13])[CH2:6][CH2:5]1)(=[O:3])[CH3:2].C(N(C(C)C)CC)(C)C.[C:31](Cl)(=[O:36])[C:32]([CH3:35])([CH3:34])[CH3:33].C(OCC)(=O)C. Product: [C:1]([N:4]1[C:12]2[C:7](=[C:8]([CH3:21])[C:9]([CH2:15][C:16]([O:18][CH2:19][CH3:20])=[O:17])=[C:10]([CH3:14])[C:11]=2[NH:13][C:31](=[O:36])[C:32]([CH3:35])([CH3:34])[CH3:33])[CH2:6][CH2:5]1)(=[O:3])[CH3:2]. The catalyst class is: 4.